This data is from Catalyst prediction with 721,799 reactions and 888 catalyst types from USPTO. The task is: Predict which catalyst facilitates the given reaction. (1) Reactant: [CH2:1]([O:3][C:4]1([C:7]2[CH:23]=[CH:22][C:10]([O:11][Si](C(C)C)(C(C)C)C(C)C)=[CH:9][C:8]=2[CH:24]([CH3:26])[CH3:25])[CH2:6][CH2:5]1)[CH3:2].[F-].C([N+](CCCC)(CCCC)CCCC)CCC. Product: [CH2:1]([O:3][C:4]1([C:7]2[CH:23]=[CH:22][C:10]([OH:11])=[CH:9][C:8]=2[CH:24]([CH3:25])[CH3:26])[CH2:6][CH2:5]1)[CH3:2]. The catalyst class is: 1. (2) The catalyst class is: 14. Product: [NH2:26][C:19]1[CH:18]=[C:17]([C:30]([F:31])([F:32])[F:33])[C:16]([C:8]2[N:7]=[N:6][CH:11]=[CH:10][CH:9]=2)=[CH:21][C:20]=1[C:22]([OH:24])=[O:23]. Reactant: C(OC([N:6]1[CH:11](OCC)[CH2:10][CH:9](Cl)[C:8]([C:16]2[CH:21]=[C:20]([C:22]([O:24]C)=[O:23])[C:19]([NH:26]C(=O)C)=[CH:18][C:17]=2[C:30]([F:33])([F:32])[F:31])=[N:7]1)=O)C.[OH-].[K+].O. (3) Reactant: C(OC([N:8]1[CH2:13][CH2:12][CH:11]([NH:14][C:15](=[O:25])[CH:16]([C:19]2[CH:24]=[CH:23][CH:22]=[CH:21][CH:20]=2)[CH2:17][CH3:18])[CH:10]([C:26]2[CH:31]=[CH:30][C:29]([F:32])=[CH:28][C:27]=2[CH3:33])[CH2:9]1)=O)(C)(C)C.C(O)(C(F)(F)F)=O.C([O-])(O)=O.[Na+]. Product: [F:32][C:29]1[CH:30]=[CH:31][C:26]([CH:10]2[CH:11]([NH:14][C:15](=[O:25])[CH:16]([C:19]3[CH:20]=[CH:21][CH:22]=[CH:23][CH:24]=3)[CH2:17][CH3:18])[CH2:12][CH2:13][NH:8][CH2:9]2)=[C:27]([CH3:33])[CH:28]=1. The catalyst class is: 2.